This data is from Forward reaction prediction with 1.9M reactions from USPTO patents (1976-2016). The task is: Predict the product of the given reaction. (1) Given the reactants [CH2:1]([N:8]1[C:14](=[O:15])[CH2:13][C:12](=O)[NH:11][C:10]2[CH:17]=[CH:18][CH:19]=[CH:20][C:9]1=2)[C:2]1[CH:7]=[CH:6][CH:5]=[CH:4][CH:3]=1.P12(SP3(SP(SP(S3)(S1)=S)(=S)S2)=S)=[S:22], predict the reaction product. The product is: [CH2:1]([N:8]1[C:14](=[O:15])[CH2:13][C:12](=[S:22])[NH:11][C:10]2[CH:17]=[CH:18][CH:19]=[CH:20][C:9]1=2)[C:2]1[CH:7]=[CH:6][CH:5]=[CH:4][CH:3]=1. (2) Given the reactants [NH:1]1[CH2:6][CH2:5][O:4][CH2:3][CH2:2]1.N1([C:13]2[CH:18]=[CH:17][N:16]=[C:15]([C:19]3[CH:24]=[CH:23][CH:22]=[C:21]([C:25]4[CH:30]=[CH:29][CH:28]=[CH:27][N:26]=4)[N:20]=3)[CH:14]=2)CCOCC1, predict the reaction product. The product is: [N:1]1([C:23]2[CH:22]=[C:21]([C:25]3[CH:30]=[CH:29][CH:28]=[CH:27][N:26]=3)[N:20]=[C:19]([C:15]3[CH:14]=[CH:13][CH:18]=[CH:17][N:16]=3)[CH:24]=2)[CH2:6][CH2:5][O:4][CH2:3][CH2:2]1. (3) Given the reactants [CH2:1]([O:8][C:9]1[CH:14]=[CH:13][CH:12]=[CH:11][C:10]=1Br)[C:2]1[CH:7]=[CH:6][CH:5]=[CH:4][CH:3]=1.C([Li])(C)(C)C.C([O:29][CH2:30][CH2:31][N:32]1[C:36]([CH:37]([CH3:39])[CH3:38])=[C:35]([CH:40]=[O:41])[C:34]([O:42][CH2:43][C:44]2[CH:49]=[CH:48][CH:47]=[CH:46][CH:45]=2)=[N:33]1)(=O)C1C=CC=CC=1.[Cl-].[NH4+], predict the reaction product. The product is: [CH2:43]([O:42][C:34]1[C:35]([CH:40]([C:10]2[CH:11]=[CH:12][CH:13]=[CH:14][C:9]=2[O:8][CH2:1][C:2]2[CH:7]=[CH:6][CH:5]=[CH:4][CH:3]=2)[OH:41])=[C:36]([CH:37]([CH3:38])[CH3:39])[N:32]([CH2:31][CH2:30][OH:29])[N:33]=1)[C:44]1[CH:45]=[CH:46][CH:47]=[CH:48][CH:49]=1. (4) Given the reactants [NH:1]1[CH2:5][CH2:4][CH2:3][C@@H:2]1[CH2:6][OH:7].[F:8][C:9]([F:20])([F:19])[C@H:10]1[CH2:15][CH2:14][C@H:13]([C:16](O)=[O:17])[CH2:12][CH2:11]1.N1C2C(=CC=CC=2)C=C1C(O)=O, predict the reaction product. The product is: [F:8][C:9]([F:19])([F:20])[C@H:10]1[CH2:11][CH2:12][C@H:13]([C:16]([N:1]2[CH2:5][CH2:4][CH2:3][C@@H:2]2[CH2:6][OH:7])=[O:17])[CH2:14][CH2:15]1. (5) Given the reactants Br[C:2]1[CH:7]=[CH:6][C:5]([CH2:8][N:9]2[C:14](=[O:15])[C:13]([C:16]([NH:18][CH2:19][C:20]([OH:22])=[O:21])=[O:17])=[C:12]([OH:23])[C:11]([CH:24]([CH3:26])[CH3:25])=[N:10]2)=[CH:4][CH:3]=1.[CH3:27][N:28]1[CH2:33][CH2:32][N:31]([C:34]2[CH:39]=[CH:38][C:37](B3OC(C)(C)C(C)(C)O3)=[CH:36][N:35]=2)[CH2:30][CH2:29]1.C(=O)([O-])[O-].[K+].[K+].Cl, predict the reaction product. The product is: [OH:23][C:12]1[C:11]([CH:24]([CH3:26])[CH3:25])=[N:10][N:9]([CH2:8][C:5]2[CH:6]=[CH:7][C:2]([C:37]3[CH:36]=[N:35][C:34]([N:31]4[CH2:30][CH2:29][N:28]([CH3:27])[CH2:33][CH2:32]4)=[CH:39][CH:38]=3)=[CH:3][CH:4]=2)[C:14](=[O:15])[C:13]=1[C:16]([NH:18][CH2:19][C:20]([OH:22])=[O:21])=[O:17]. (6) Given the reactants [CH2:1]([O:3][C:4]([CH:6]1[C:15]2[C:10](=[CH:11][C:12](OS(C(F)(F)F)(=O)=O)=[C:13]([CH3:16])[CH:14]=2)[C:9]([CH3:26])([CH3:25])[CH2:8][CH2:7]1)=[O:5])[CH3:2].C(N(CC)CC)C.[CH3:34][Si:35]([C:38]#[CH:39])([CH3:37])[CH3:36].C(OCC)(=O)C, predict the reaction product. The product is: [CH2:1]([O:3][C:4]([CH:6]1[C:15]2[C:10](=[CH:11][C:12]([C:39]#[C:38][Si:35]([CH3:37])([CH3:36])[CH3:34])=[C:13]([CH3:16])[CH:14]=2)[C:9]([CH3:26])([CH3:25])[CH2:8][CH2:7]1)=[O:5])[CH3:2].